This data is from Forward reaction prediction with 1.9M reactions from USPTO patents (1976-2016). The task is: Predict the product of the given reaction. (1) Given the reactants [C:1]([O:5][C:6]([N:8]1[CH2:14][CH2:13][C:12]2[C:15]([S:20]C(=O)N(C)C)=[C:16]([Cl:19])[CH:17]=[CH:18][C:11]=2[CH2:10][CH2:9]1)=[O:7])([CH3:4])([CH3:3])[CH3:2].[OH-].[K+], predict the reaction product. The product is: [C:1]([O:5][C:6]([N:8]1[CH2:14][CH2:13][C:12]2[C:15]([SH:20])=[C:16]([Cl:19])[CH:17]=[CH:18][C:11]=2[CH2:10][CH2:9]1)=[O:7])([CH3:4])([CH3:2])[CH3:3]. (2) The product is: [CH3:12][C:7]1[CH:8]=[C:9]([CH3:11])[CH:10]=[C:5]([CH3:4])[C:6]=1[NH:13][C:14]([NH:16][C:17]1[C:18]([C:27]([NH:29][CH:30]([CH2:35][CH2:36][CH2:37][CH2:38][CH3:39])[C:31]([OH:33])=[O:32])=[O:28])=[CH:19][C:20]2[C:25]([CH:26]=1)=[CH:24][CH:23]=[CH:22][CH:21]=2)=[O:15]. Given the reactants O.[OH-].[Li+].[CH3:4][C:5]1[CH:10]=[C:9]([CH3:11])[CH:8]=[C:7]([CH3:12])[C:6]=1[NH:13][C:14]([NH:16][C:17]1[C:18]([C:27]([NH:29][CH:30]([CH2:35][CH2:36][CH2:37][CH2:38][CH3:39])[C:31]([O:33]C)=[O:32])=[O:28])=[CH:19][C:20]2[C:25]([CH:26]=1)=[CH:24][CH:23]=[CH:22][CH:21]=2)=[O:15].O.Cl, predict the reaction product. (3) Given the reactants [CH3:1][O:2][C:3]1[CH:4]=[CH:5][C:6](/[C:11](/[C:21]2[CH:22]=[CH:23][C:24](F)=[CH:25][CH:26]=2)=[CH:12]\[C:13]([N:15]2[CH2:20][CH2:19][O:18][CH2:17][CH2:16]2)=[O:14])=[CH:7][C:8]=1[O:9][CH3:10].C[C@@H](NC([C@@H](NC(O)=O)C(C)C)=O)C1SC2C=C(F)C=CC=2N=1.CC1C=CC(C(NC([C@H](NC(OC(C)C)=O)C(C)C)=O)C)=CC=1.CC([C@H](NC(OC(C)C)=O)C(NC(C1C=CC([Cl:93])=CC=1)CC(OC)=O)=O)C, predict the reaction product. The product is: [CH3:1][O:2][C:3]1[CH:4]=[CH:5][C:6]([C:11]([C:21]2[CH:22]=[CH:23][C:24]([Cl:93])=[CH:25][CH:26]=2)=[CH:12][C:13]([N:15]2[CH2:20][CH2:19][O:18][CH2:17][CH2:16]2)=[O:14])=[CH:7][C:8]=1[O:9][CH3:10]. (4) Given the reactants [CH2:1]1[CH:6]2[CH2:7][C:8]3([NH2:11])[CH2:10][CH:4]([CH2:5]2)[CH2:3][CH:2]1[CH2:9]3.[Br:12][C:13]1[CH:18]=[CH:17][C:16]([C:19]2[O:23][N:22]=[C:21]([CH:24]=O)[CH:20]=2)=[CH:15][CH:14]=1, predict the reaction product. The product is: [Br:12][C:13]1[CH:14]=[CH:15][C:16]([C:19]2[O:23][N:22]=[C:21]([CH2:24][NH:11][C:8]34[CH2:10][CH:4]5[CH2:5][CH:6]([CH2:1][CH:2]([CH2:3]5)[CH2:9]3)[CH2:7]4)[CH:20]=2)=[CH:17][CH:18]=1. (5) Given the reactants Cl([O-])(=O)(=O)=O.[C:6]1([C:16]2[CH:17]=[NH+:18][C:19]3[C:24]([CH:25]=2)=[CH:23][CH:22]=[CH:21][CH:20]=3)[C:15]2[C:10](=[CH:11][CH:12]=[CH:13][CH:14]=2)[CH:9]=[CH:8][CH:7]=1, predict the reaction product. The product is: [C:6]1([C:16]2[CH:17]=[N:18][C:19]3[C:24]([CH:25]=2)=[CH:23][CH:22]=[CH:21][CH:20]=3)[C:15]2[C:10](=[CH:11][CH:12]=[CH:13][CH:14]=2)[CH:9]=[CH:8][CH:7]=1. (6) Given the reactants Cl[C:2]1[C:3]2[C:10]([I:11])=[C:9]([C:12]#[C:13][CH3:14])[S:8][C:4]=2[N:5]=[CH:6][N:7]=1.[O:15]1[C:19]2[CH:20]=[CH:21][CH:22]=[C:23]([CH2:24][CH:25]([OH:31])[C:26]([O:28][CH2:29][CH3:30])=[O:27])[C:18]=2[CH:17]=[CH:16]1.C([O-])([O-])=O.[Cs+].[Cs+].Cl, predict the reaction product. The product is: [O:15]1[C:19]2[CH:20]=[CH:21][CH:22]=[C:23]([CH2:24][CH:25]([O:31][C:2]3[C:3]4[C:10]([I:11])=[C:9]([C:12]#[C:13][CH3:14])[S:8][C:4]=4[N:5]=[CH:6][N:7]=3)[C:26]([O:28][CH2:29][CH3:30])=[O:27])[C:18]=2[CH:17]=[CH:16]1. (7) Given the reactants F[C:2]1[N:7]2[CH:8]=[C:9]([CH2:11][N:12]([CH3:23])[CH:13]3[C:22]4[N:21]=[CH:20][CH:19]=[CH:18][C:17]=4[CH2:16][CH2:15][CH2:14]3)[N:10]=[C:6]2[CH:5]=[CH:4][CH:3]=1.[CH3:24][N:25]([CH3:34])[CH2:26][CH2:27][N:28]1[CH2:33][CH2:32][NH:31][CH2:30][CH2:29]1, predict the reaction product. The product is: [CH3:24][N:25]([CH3:34])[CH2:26][CH2:27][N:28]1[CH2:33][CH2:32][N:31]([C:2]2[N:7]3[CH:8]=[C:9]([CH2:11][N:12]([CH3:23])[CH:13]4[C:22]5[N:21]=[CH:20][CH:19]=[CH:18][C:17]=5[CH2:16][CH2:15][CH2:14]4)[N:10]=[C:6]3[CH:5]=[CH:4][CH:3]=2)[CH2:30][CH2:29]1.